This data is from Full USPTO retrosynthesis dataset with 1.9M reactions from patents (1976-2016). The task is: Predict the reactants needed to synthesize the given product. The reactants are: C([O:8][N:9]1[C:15](=[O:16])[N:14]2[CH2:17][C@H:10]1[CH2:11][CH2:12][C@H:13]2[C:18]([NH:20][NH:21][C:22]([CH:24]1[CH2:27][CH2:26][CH2:25]1)=[O:23])=[O:19])C1C=CC=CC=1. Given the product [CH:24]1([C:22]([NH:21][NH:20][C:18]([C@@H:13]2[CH2:12][CH2:11][C@@H:10]3[CH2:17][N:14]2[C:15](=[O:16])[N:9]3[OH:8])=[O:19])=[O:23])[CH2:27][CH2:26][CH2:25]1, predict the reactants needed to synthesize it.